Dataset: Reaction yield outcomes from USPTO patents with 853,638 reactions. Task: Predict the reaction yield, written as a fraction of the theoretical maximum amount of product (1.0 means a 100% yield; for example, 0.34 means a 34% yield). The reactants are [F:1][C:2]1[CH:7]=[CH:6][CH:5]=[CH:4][C:3]=1[C:8]1[NH:12][CH:11]=[C:10]([CH:13]=[O:14])[CH:9]=1.[I:15]N1C(=O)CCC1=O.O. The catalyst is CN(C)C=O. The product is [F:1][C:2]1[CH:7]=[CH:6][CH:5]=[CH:4][C:3]=1[C:8]1[NH:12][CH:11]=[C:10]([CH:13]=[O:14])[C:9]=1[I:15]. The yield is 0.140.